Task: Binary Classification. Given a miRNA mature sequence and a target amino acid sequence, predict their likelihood of interaction.. Dataset: Experimentally validated miRNA-target interactions with 360,000+ pairs, plus equal number of negative samples (1) The miRNA is hsa-miR-199a-5p with sequence CCCAGUGUUCAGACUACCUGUUC. The protein sequence of the target gene is MGSEDHGAQNPSCKIMTFRPTMEEFKDFNKYVAYIESQGAHRAGLAKIIPPKEWKPRQTYDDIDDVVIPAPIQQVVTGQSGLFTQYNIQKKAMTVGEYRRLANSEKYCTPRHQDFDDLERKYWKNLTFVSPIYGADISGSLYDDDVAQWNIGSLRTILDMVERECGTIIEGVNTPYLYFGMWKTTFAWHTEDMDLYSINYLHFGEPKSWYAIPPEHGKRLERLAIGFFPGSSQGCDAFLRHKMTLISPIILKKYGIPFSRITQEAGEFMITFPYGYHAGFNHGFNCAESTNFATLRWIDY.... Result: 0 (no interaction). (2) The miRNA is hsa-miR-4736 with sequence AGGCAGGUUAUCUGGGCUG. The protein sequence of the target gene is MPRGQKSKLRAREKRRKAREETQGLKVAHATAAEKEECPSSSPVLGDTPTSSPAAGIPQKPQGAPPTTTAAAAVSCTESDEGAKCQGEENASFSQATTSTESSVKDPVAWEAGMLMHFILRKYKMREPIMKADMLKVVDEKYKDHFTEILNGASRRLELVFGLDLKEDNPSGHTYTLVSKLNLTNDGNLSNDWDFPRNGLLMPLLGVIFLKGNSATEEEIWKFMNVLGAYDGEEHLIYGEPRKFITQDLVQEKYLKYEQVPNSDPPRYQFLWGPRAYAETTKMKVLEFLAKMNGATPRDF.... Result: 0 (no interaction). (3) The miRNA is mmu-miR-6974-3p with sequence UCUCCACUCUCUUCUGUCCCAG. The protein sequence of the target gene is MSIAIPLGVTTPDTSYSDMAAGSDPESVEASPAVNEKSVYSTHNYGTTQRHGCRGLPYATIIPRSDLNGLPSPVEERCGDSPNSEGETVPTWCPCGLSQDGFLLNCDKCRGMSRGKVIRLHRRKQDNISGGDSSATESWDEELSPSTVLYTATQHTPTSITLTVRRTKPKKRKKSPEKGRAAPKTKKIKNSPSEAQNLDENTTEGWENRIRLWTDQYEEAFTNQYSADVQNALEQHLHSNKEFVGKPAILDTINKTELACNNTVIGSQMQLQLGRVTRVQKHRKILRAARDLALDTLIIE.... Result: 0 (no interaction). (4) The miRNA is hsa-miR-548x-3p with sequence UAAAAACUGCAAUUACUUUC. The protein sequence of the target gene is MAAPVPRGLSSLYRTLGWWSRQPILVTQSTTVVQVKTKSRFRPPTPEPKYKTEKEFLEYARKAGLVIPQERLERPIHLACTAGIFDPYVPPEGDARMSSLSKEGLTQRTERLRKNAASQLAIRKIREFDANFKTKDFPEKAKDIFIEAHLCLNNSDHDRLHTLVTEHCFPDMVWDLKYKTVRWGFVESLEPAQVVHVRCSGLVNQSNMYGQVTVRLHTRQTLAIYDRFGRLMYGQEDVPKDVLEYVVFERHLMNPYGSWRMHAKIVPAWAPPKQPILKTLMIPGPQLKPWEEYEETQGEA.... Result: 0 (no interaction).